From a dataset of Forward reaction prediction with 1.9M reactions from USPTO patents (1976-2016). Predict the product of the given reaction. (1) Given the reactants C(=O)([O-])[O-].[K+].[K+].[O:7]1[CH2:12][CH2:11][CH:10]([N:13]2[C:21](=[O:22])[N:20]([CH2:23][O:24][CH2:25][CH2:26][Si:27]([CH3:30])([CH3:29])[CH3:28])[C:19]3[C:14]2=[N:15][C:16]([C:31]#[C:32][Si](C)(C)C)=[N:17][CH:18]=3)[CH2:9][CH2:8]1, predict the reaction product. The product is: [C:31]([C:16]1[N:15]=[C:14]2[C:19]([N:20]([CH2:23][O:24][CH2:25][CH2:26][Si:27]([CH3:29])([CH3:28])[CH3:30])[C:21](=[O:22])[N:13]2[CH:10]2[CH2:9][CH2:8][O:7][CH2:12][CH2:11]2)=[CH:18][N:17]=1)#[CH:32]. (2) Given the reactants [F:1][C:2]1[CH:3]=[C:4]([CH2:8][N:9]2[C:13]3[CH:14]=[C:15]([C:18]4[CH:23]=[CH:22][N:21]=[C:20]5[NH:24][C:25]([CH:27]6[CH2:32][CH2:31][NH:30][CH2:29][CH2:28]6)=[CH:26][C:19]=45)[CH:16]=[CH:17][C:12]=3[N:11]=[CH:10]2)[CH:5]=[N:6][CH:7]=1.FC(F)(F)C([O-])=O.C(N(CC)CC)C.C(O)(=O)C.[OH:51][CH:52]([CH2:55]O)[CH:53]=[O:54].C([BH3-])#N, predict the reaction product. The product is: [F:1][C:2]1[CH:3]=[C:4]([CH2:8][N:9]2[C:13]3[CH:14]=[C:15]([C:18]4[CH:23]=[CH:22][N:21]=[C:20]5[NH:24][C:25]([CH:27]6[CH2:32][CH2:31][N:30]([CH2:55][CH:52]([OH:51])[CH2:53][OH:54])[CH2:29][CH2:28]6)=[CH:26][C:19]=45)[CH:16]=[CH:17][C:12]=3[N:11]=[CH:10]2)[CH:5]=[N:6][CH:7]=1. (3) Given the reactants Br[C:2]1[CH:11]=[CH:10][C:9]2[N:8]=[CH:7][C:6]3[N:12]([CH3:24])[C:13](=[O:23])[N:14]([C:15]4[C:16]([CH3:22])=[N:17][N:18]([CH3:21])[C:19]=4[CH3:20])[C:5]=3[C:4]=2[CH:3]=1.[F:25][C:26]1[C:27]([NH:41][CH3:42])=[N:28][CH:29]=[C:30](B2OC(C)(C)C(C)(C)O2)[CH:31]=1, predict the reaction product. The product is: [F:25][C:26]1[CH:31]=[C:30]([C:2]2[CH:11]=[CH:10][C:9]3[N:8]=[CH:7][C:6]4[N:12]([CH3:24])[C:13](=[O:23])[N:14]([C:15]5[C:16]([CH3:22])=[N:17][N:18]([CH3:21])[C:19]=5[CH3:20])[C:5]=4[C:4]=3[CH:3]=2)[CH:29]=[N:28][C:27]=1[NH:41][CH3:42]. (4) Given the reactants [C:1]1([S:7]([N:10]2[C:18]3[C:13](=[CH:14][CH:15]=[CH:16][CH:17]=3)[C:12](B(O)O)=[CH:11]2)(=[O:9])=[O:8])[CH:6]=[CH:5][CH:4]=[CH:3][CH:2]=1.Cl[C:23]1[N:28]=[C:27]([NH2:29])[N:26]=[C:25]([NH:30][CH:31]2[CH2:33][CH2:32]2)[CH:24]=1, predict the reaction product. The product is: [C:1]1([S:7]([N:10]2[C:18]3[C:13](=[CH:14][CH:15]=[CH:16][CH:17]=3)[C:12]([C:23]3[N:28]=[C:27]([NH2:29])[N:26]=[C:25]([NH:30][CH:31]4[CH2:33][CH2:32]4)[CH:24]=3)=[CH:11]2)(=[O:9])=[O:8])[CH:6]=[CH:5][CH:4]=[CH:3][CH:2]=1. (5) Given the reactants [CH3:1][C:2]1[CH:7]=[CH:6][CH:5]=[C:4]([CH3:8])[C:3]=1[C:9]1[CH:14]=[CH:13][CH:12]=[C:11]([CH2:15][O:16][C:17]2[CH:18]=[C:19]3[C:23](=[CH:24][CH:25]=2)[N:22]([CH2:26][C:27]([O:29]CC)=[O:28])[CH:21]=[CH:20]3)[CH:10]=1.CO.[OH-].[K+].C(O)(=O)CC(CC(O)=O)(C(O)=O)O, predict the reaction product. The product is: [CH3:8][C:4]1[CH:5]=[CH:6][CH:7]=[C:2]([CH3:1])[C:3]=1[C:9]1[CH:14]=[CH:13][CH:12]=[C:11]([CH2:15][O:16][C:17]2[CH:18]=[C:19]3[C:23](=[CH:24][CH:25]=2)[N:22]([CH2:26][C:27]([OH:29])=[O:28])[CH:21]=[CH:20]3)[CH:10]=1. (6) Given the reactants [OH:1][CH:2]([C:29]([NH:31][O:32][CH3:33])=[O:30])[CH:3]([NH:11][C:12](=[O:28])[C:13]1[CH:18]=[CH:17][CH:16]=[N:15][C:14]=1[N:19]1[CH:27]=[C:26]2[C:21]([CH:22]=[CH:23][CH:24]=[CH:25]2)=[N:20]1)[CH2:4][C:5]1[CH:10]=[CH:9][CH:8]=[CH:7][CH:6]=1.CS(C)=O.IC1C=CC=CC=1C(O)=O.C([O-])(O)=O.[Na+], predict the reaction product. The product is: [N:20]1[N:19]([C:14]2[N:15]=[CH:16][CH:17]=[CH:18][C:13]=2[C:12]([NH:11][CH:3]([C:2](=[O:1])[C:29]([NH:31][O:32][CH3:33])=[O:30])[CH2:4][C:5]2[CH:10]=[CH:9][CH:8]=[CH:7][CH:6]=2)=[O:28])[CH:27]=[C:26]2[C:21]=1[CH:22]=[CH:23][CH:24]=[CH:25]2. (7) The product is: [CH2:1]([C@H:4]1[CH2:5][CH2:6][C@H:7](/[CH:10]=[CH:11]/[CH2:12][CH2:13][CH:14]2[CH2:15][CH2:16][C:17](=[O:20])[CH2:18][CH2:19]2)[CH2:8][CH2:9]1)[CH2:2][CH3:3]. Given the reactants [CH2:1]([C@H:4]1[CH2:9][CH2:8][C@H:7](/[CH:10]=[CH:11]/[CH2:12][CH2:13][CH:14]2[CH2:19][CH2:18][CH:17]([OH:20])[CH2:16][CH2:15]2)[CH2:6][CH2:5]1)[CH2:2][CH3:3].CC(OI1(OC(C)=O)(OC(C)=O)OC(=O)C2C=CC=CC1=2)=O, predict the reaction product. (8) The product is: [CH3:32][O:31][C:28]1[N:27]=[CH:26][C:25]([NH:24][C:17]2[C:16]([C:11]3[N:12]=[C:13]([CH3:15])[N:14]=[C:9]([NH2:8])[N:10]=3)=[CH:23][C:20]([CH2:21][N:50]3[CH2:51][CH:48]([S:45]([CH3:44])(=[O:47])=[O:46])[CH2:49]3)=[CH:19][N:18]=2)=[CH:30][CH:29]=1. Given the reactants COC1C=CC(C[N:8](CC2C=CC(OC)=CC=2)[C:9]2[N:14]=[C:13]([CH3:15])[N:12]=[C:11]([C:16]3[C:17]([NH:24][C:25]4[CH:26]=[N:27][C:28]([O:31][CH3:32])=[CH:29][CH:30]=4)=[N:18][CH:19]=[C:20]([CH:23]=3)[CH:21]=O)[N:10]=2)=CC=1.[CH3:44][S:45]([CH:48]1[CH2:51][NH:50][CH2:49]1)(=[O:47])=[O:46], predict the reaction product. (9) Given the reactants OO.[O:3]1CCOCC1.[F:9][C:10]1[C:18]([O:19][CH3:20])=[C:17]2[C:13]([C:14](=[O:22])C(=O)[NH:16]2)=[C:12]([CH3:23])[CH:11]=1.[OH-].[Na+], predict the reaction product. The product is: [NH2:16][C:17]1[C:18]([O:19][CH3:20])=[C:10]([F:9])[CH:11]=[C:12]([CH3:23])[C:13]=1[C:14]([OH:22])=[O:3]. (10) Given the reactants C(N(C(C)C)CC)(C)C.[F:10][C:11]1[C:19]([NH:20][S:21]([CH2:24][CH2:25][CH3:26])(=[O:23])=[O:22])=[CH:18][CH:17]=[C:16]([F:27])[C:12]=1[C:13]([OH:15])=O.O.OC1C2N=NNC=2C=CC=1.Cl.C(N=C=NCCCN(C)C)C.Cl.Cl.[NH2:53][C:54]1[CH:59]=[CH:58][C:57]([NH2:60])=[CH:56][N:55]=1, predict the reaction product. The product is: [NH2:53][C:54]1[N:55]=[CH:56][C:57]([NH:60][C:13](=[O:15])[C:12]2[C:16]([F:27])=[CH:17][CH:18]=[C:19]([NH:20][S:21]([CH2:24][CH2:25][CH3:26])(=[O:23])=[O:22])[C:11]=2[F:10])=[CH:58][CH:59]=1.